This data is from Forward reaction prediction with 1.9M reactions from USPTO patents (1976-2016). The task is: Predict the product of the given reaction. (1) Given the reactants [CH2:1]([O:8][C:9]([N:11]1[CH2:16][CH2:15][CH2:14][CH2:13][C@H:12]1[C:17]1[NH:21][C:20]2[CH:22]=[CH:23][C:24](I)=[CH:25][C:19]=2[N:18]=1)=[O:10])[C:2]1[CH:7]=[CH:6][CH:5]=[CH:4][CH:3]=1.[C:27]([Si:29]([CH3:32])([CH3:31])[CH3:30])#[CH:28], predict the reaction product. The product is: [CH2:1]([O:8][C:9]([N:11]1[CH2:16][CH2:15][CH2:14][CH2:13][C@H:12]1[C:17]1[NH:21][C:20]2[CH:22]=[CH:23][C:24]([C:27]#[CH:28])=[CH:25][C:19]=2[N:18]=1)=[O:10])[C:2]1[CH:7]=[CH:6][CH:5]=[CH:4][CH:3]=1.[CH2:1]([O:8][C:9]([N:11]1[CH2:16][CH2:15][CH2:14][CH2:13][C@H:12]1[C:17]1[NH:21][C:20]2[CH:22]=[CH:23][C:24]([C:28]#[C:27][Si:29]([CH3:32])([CH3:31])[CH3:30])=[CH:25][C:19]=2[N:18]=1)=[O:10])[C:2]1[CH:7]=[CH:6][CH:5]=[CH:4][CH:3]=1. (2) Given the reactants [NH:1]1[CH2:6][CH2:5][CH:4]([CH:7]2[C:20]3[CH:19]=[CH:18][C:17]([C:21]4[CH:26]=[CH:25][CH:24]=[CH:23][C:22]=4[NH:27][C:28](=[O:30])[CH3:29])=[CH:16][C:15]=3[O:14][C:13]3[C:8]2=[CH:9][CH:10]=[CH:11][CH:12]=3)[CH2:3][CH2:2]1.C(=O)([O-])[O-].[K+].[K+].[CH2:37](Br)[CH:38]=[CH2:39], predict the reaction product. The product is: [CH2:39]([N:1]1[CH2:6][CH2:5][CH:4]([CH:7]2[C:20]3[CH:19]=[CH:18][C:17]([C:21]4[CH:26]=[CH:25][CH:24]=[CH:23][C:22]=4[NH:27][C:28](=[O:30])[CH3:29])=[CH:16][C:15]=3[O:14][C:13]3[C:8]2=[CH:9][CH:10]=[CH:11][CH:12]=3)[CH2:3][CH2:2]1)[CH:38]=[CH2:37].